From a dataset of Cav3 T-type calcium channel HTS with 100,875 compounds. Binary Classification. Given a drug SMILES string, predict its activity (active/inactive) in a high-throughput screening assay against a specified biological target. The compound is O=C(NC(CC(O)=O)c1ccc(OCC)cc1)C12CC3CC(C2)CC(C1)C3. The result is 0 (inactive).